Task: Predict the reaction yield, written as a fraction of the theoretical maximum amount of product (1.0 means a 100% yield; for example, 0.34 means a 34% yield).. Dataset: Reaction yield outcomes from USPTO patents with 853,638 reactions The reactants are [F:1][C:2]1[CH:7]=[CH:6][CH:5]=[CH:4][C:3]=1[C:8]1[CH:13]=[CH:12][C:11]([NH:14][C:15]([C:17]2[CH2:21][C:20]3([CH2:26][CH2:25][O:24][CH2:23][CH2:22]3)[O:19][N:18]=2)=O)=[C:10]([N+:27]([O-])=O)[CH:9]=1.[OH-].[Na+]. The catalyst is C(O)(=O)C.[Fe]. The product is [F:1][C:2]1[CH:7]=[CH:6][CH:5]=[CH:4][C:3]=1[C:8]1[CH:13]=[CH:12][C:11]2[NH:14][C:15]([C:17]3[CH2:21][C:20]4([CH2:26][CH2:25][O:24][CH2:23][CH2:22]4)[O:19][N:18]=3)=[N:27][C:10]=2[CH:9]=1. The yield is 0.860.